Dataset: Catalyst prediction with 721,799 reactions and 888 catalyst types from USPTO. Task: Predict which catalyst facilitates the given reaction. Reactant: [CH3:1][O:2][C:3]1[CH:4]=[C:5]([C:11]2[C@@H:20]3[C@@H:15]([CH2:16][CH2:17][CH2:18][CH2:19]3)[C:14](=[O:21])[N:13]([CH:22]3[CH2:27][CH2:26][N:25]([C:28](=[O:46])[C@H:29]([NH:38]C(=O)OC(C)(C)C)[CH2:30][CH2:31][C:32]4[CH:37]=[CH:36][CH:35]=[CH:34][CH:33]=4)[CH2:24][CH2:23]3)[N:12]=2)[CH:6]=[CH:7][C:8]=1[O:9][CH3:10].[ClH:47].C(OCC)C. Product: [ClH:47].[NH2:38][C@H:29]([CH2:30][CH2:31][C:32]1[CH:33]=[CH:34][CH:35]=[CH:36][CH:37]=1)[C:28]([N:25]1[CH2:24][CH2:23][CH:22]([N:13]2[N:12]=[C:11]([C:5]3[CH:6]=[CH:7][C:8]([O:9][CH3:10])=[C:3]([O:2][CH3:1])[CH:4]=3)[C@@H:20]3[C@@H:15]([CH2:16][CH2:17][CH2:18][CH2:19]3)[C:14]2=[O:21])[CH2:27][CH2:26]1)=[O:46]. The catalyst class is: 12.